Dataset: Forward reaction prediction with 1.9M reactions from USPTO patents (1976-2016). Task: Predict the product of the given reaction. (1) Given the reactants [OH:1][C:2]1C2N=NNC=2C=CC=1.[CH2:20]1[CH2:25][CH2:24][CH:23](N=C=N[CH:20]2[CH2:25][CH2:24][CH2:23][CH2:22][CH2:21]2)[CH2:22][CH2:21]1.CN(C)C=[O:29], predict the reaction product. The product is: [C:2]([OH:1])(=[O:29])[C:20]1[CH:21]=[CH:22][CH:23]=[CH:24][CH:25]=1. (2) Given the reactants [CH:1]1([C:4]2[N:5]=[CH:6][C:7]([C:15]([OH:17])=O)=[N:8][C:9]=2[O:10][CH2:11][CH:12]2[CH2:14][CH2:13]2)[CH2:3][CH2:2]1.Cl.[NH2:19][C@@H:20]([CH2:24][C:25]1[CH:30]=[CH:29][CH:28]=[CH:27][CH:26]=1)[C:21]([NH2:23])=[O:22], predict the reaction product. The product is: [C:21]([C@@H:20]([NH:19][C:15]([C:7]1[CH:6]=[N:5][C:4]([CH:1]2[CH2:2][CH2:3]2)=[C:9]([O:10][CH2:11][CH:12]2[CH2:13][CH2:14]2)[N:8]=1)=[O:17])[CH2:24][C:25]1[CH:30]=[CH:29][CH:28]=[CH:27][CH:26]=1)(=[O:22])[NH2:23]. (3) Given the reactants [CH2:1]([O:3][C:4](=[O:24])[CH2:5][N:6]([C:15]1[CH:20]=[CH:19][CH:18]=[C:17]([N+:21]([O-:23])=[O:22])[CH:16]=1)[S:7]([NH:10]C(C)(C)C)(=[O:9])=[O:8])[CH3:2].[C:25]([OH:31])([C:27]([F:30])([F:29])[F:28])=[O:26], predict the reaction product. The product is: [CH2:1]([O:3][C:4](=[O:24])[CH2:5][N:6]([C:15]1[CH:20]=[CH:19][CH:18]=[C:17]([N+:21]([O-:23])=[O:22])[CH:16]=1)[S:7]([NH2:10])(=[O:9])=[O:8])[CH3:2].[F:28][C:27]([F:30])([F:29])[C:25]([O-:31])=[O:26]. (4) The product is: [CH3:14][C:12]1([CH3:15])[O:11][N:10]=[C:9]([C:4]2[CH:5]=[CH:6][C:7]([CH3:8])=[C:2]([B:16]3[O:20][C:19]([CH3:22])([CH3:21])[C:18]([CH3:24])([CH3:23])[O:17]3)[CH:3]=2)[CH2:13]1. Given the reactants Br[C:2]1[CH:3]=[C:4]([C:9]2[CH2:13][C:12]([CH3:15])([CH3:14])[O:11][N:10]=2)[CH:5]=[CH:6][C:7]=1[CH3:8].[B:16]1([B:16]2[O:20][C:19]([CH3:22])([CH3:21])[C:18]([CH3:24])([CH3:23])[O:17]2)[O:20][C:19]([CH3:22])([CH3:21])[C:18]([CH3:24])([CH3:23])[O:17]1, predict the reaction product.